From a dataset of Forward reaction prediction with 1.9M reactions from USPTO patents (1976-2016). Predict the product of the given reaction. The product is: [C:1]([O:5][C:6](=[O:21])[CH2:7][O:8][C:9]1[C:18]2[CH2:17][CH2:16][CH2:15][CH:14]([NH2:28])[C:13]=2[CH:12]=[C:11]([Cl:19])[C:10]=1[F:20])([CH3:4])([CH3:2])[CH3:3]. Given the reactants [C:1]([O:5][C:6](=[O:21])[CH2:7][O:8][C:9]1[C:18]2[CH2:17][CH2:16][CH2:15][CH2:14][C:13]=2[CH:12]=[C:11]([Cl:19])[C:10]=1[F:20])([CH3:4])([CH3:3])[CH3:2].C([O-])(=O)C.[NH4+].C([BH3-])#[N:28].[Na+], predict the reaction product.